This data is from Full USPTO retrosynthesis dataset with 1.9M reactions from patents (1976-2016). The task is: Predict the reactants needed to synthesize the given product. Given the product [C:18]1([C@@H:14]([O:13][C:9]2[CH:8]=[C:7]3[C:12](=[CH:11][CH:10]=2)[N:4]([CH:1]([CH3:2])[CH3:3])[N:5]=[CH:6]3)[C@@H:15]([NH:17][S:25]([CH3:24])(=[O:27])=[O:26])[CH3:16])[CH:19]=[CH:20][CH:21]=[CH:22][CH:23]=1, predict the reactants needed to synthesize it. The reactants are: [CH:1]([N:4]1[C:12]2[C:7](=[CH:8][C:9]([O:13][C@H:14]([C:18]3[CH:23]=[CH:22][CH:21]=[CH:20][CH:19]=3)[C@@H:15]([NH2:17])[CH3:16])=[CH:10][CH:11]=2)[CH:6]=[N:5]1)([CH3:3])[CH3:2].[CH3:24][S:25](Cl)(=[O:27])=[O:26].